This data is from Retrosynthesis with 50K atom-mapped reactions and 10 reaction types from USPTO. The task is: Predict the reactants needed to synthesize the given product. (1) Given the product Cc1cccc(OC2CCN(C(=O)CNC(=O)c3cc(-c4ccccc4)[nH]n3)CC2)c1, predict the reactants needed to synthesize it. The reactants are: Cc1cccc(OC2CCNCC2)c1.O=C(O)CNC(=O)c1cc(-c2ccccc2)[nH]n1. (2) Given the product CC(C)(C)OC(=O)NC(Cc1ccc(O)cc1F)C(=O)O, predict the reactants needed to synthesize it. The reactants are: CC(C)(C)OC(=O)OC(=O)OC(C)(C)C.NC(Cc1ccc(O)cc1F)C(=O)O. (3) Given the product COC[C@@H]1CCN1c1c2c(nc3ccnn13)CCN(C(=O)OC(C)(C)C)CC2, predict the reactants needed to synthesize it. The reactants are: CC(C)(C)OC(=O)N1CCc2nc3ccnn3c(N3CC[C@H]3CO)c2CC1.CI.